Dataset: Forward reaction prediction with 1.9M reactions from USPTO patents (1976-2016). Task: Predict the product of the given reaction. (1) Given the reactants [CH3:1][O:2][C:3]1[CH:4]=[C:5]([CH2:19][NH2:20])[CH:6]=[C:7]([C:9]2[CH:14]=[CH:13][C:12]([C:15]([F:18])([F:17])[F:16])=[CH:11][CH:10]=2)[CH:8]=1.[F:21][C:22]1[CH:27]=[CH:26][C:25]([S:28]([N:31]([CH2:35][C:36](O)=[O:37])[CH:32]([CH3:34])[CH3:33])(=[O:30])=[O:29])=[CH:24][CH:23]=1.CN(C(ON1N=NC2C=CC=NC1=2)=[N+](C)C)C.F[P-](F)(F)(F)(F)F.C(N(CC)C(C)C)(C)C.OS([O-])(=O)=O.[K+], predict the reaction product. The product is: [F:21][C:22]1[CH:23]=[CH:24][C:25]([S:28]([N:31]([CH:32]([CH3:34])[CH3:33])[CH2:35][C:36]([NH:20][CH2:19][C:5]2[CH:6]=[C:7]([C:9]3[CH:10]=[CH:11][C:12]([C:15]([F:17])([F:16])[F:18])=[CH:13][CH:14]=3)[CH:8]=[C:3]([O:2][CH3:1])[CH:4]=2)=[O:37])(=[O:29])=[O:30])=[CH:26][CH:27]=1. (2) The product is: [CH2:14]([O:32][C:25]1[CH:24]=[CH:23][C:22]([O:21][CH3:20])=[CH:31][C:26]=1[C:27]([O:29][CH3:30])=[O:28])[CH:6]=[CH2:7]. Given the reactants FC(F)(F)C(N[C@@H:6]1[C:14]2C(=CC=C(OC)C=2)C(=O)[CH2:7]1)=O.[CH3:20][O:21][C:22]1[CH:31]=[C:26]([C:27]([O:29][CH3:30])=[O:28])[C:25]([OH:32])=[CH:24][CH:23]=1.C(Br)C=C.C(=O)([O-])[O-].[Cs+].[Cs+], predict the reaction product. (3) The product is: [Cl:16][C:17]1[CH:22]=[CH:21][C:20]([CH2:23][CH2:24][CH2:25][OH:26])=[CH:19][C:18]=1[C:28]([NH:30][CH2:31][C:32]12[CH2:41][CH:36]3[CH2:35][CH:34]([CH2:40][CH:38]([CH2:37]3)[CH2:39]1)[CH2:33]2)=[O:29]. Given the reactants C(OC(Cl)=O)C(C)C.C(N(CC)CC)C.[Cl:16][C:17]1[CH:22]=[CH:21][C:20]([CH2:23][CH2:24][C:25](O)=[O:26])=[CH:19][C:18]=1[C:28]([NH:30][CH2:31][C:32]12[CH2:41][CH:36]3[CH2:37][CH:38]([CH2:40][CH:34]([CH2:35]3)[CH2:33]1)[CH2:39]2)=[O:29], predict the reaction product. (4) The product is: [CH3:30][O:31][C:32]1[CH:38]=[CH:37][C:35]([NH:36][C:25](=[O:26])[C:24]2[CH:28]=[CH:29][C:21]([CH2:20][O:19][C:14]3[CH:13]=[C:12]4[C:17](=[CH:16][CH:15]=3)[CH2:18][CH:9]([CH2:8][CH2:7][N:1]3[CH2:2][CH2:3][CH2:4][CH2:5][CH2:6]3)[CH2:10][CH2:11]4)=[CH:22][CH:23]=2)=[CH:34][CH:33]=1. Given the reactants [N:1]1([CH2:7][CH2:8][CH:9]2[CH2:18][CH2:17][C:16]3[C:11](=[CH:12][CH:13]=[C:14]([O:19][CH2:20][C:21]4[CH:29]=[CH:28][C:24]([C:25]([O-])=[O:26])=[CH:23][CH:22]=4)[CH:15]=3)[CH2:10]2)[CH2:6][CH2:5][CH2:4][CH2:3][CH2:2]1.[CH3:30][O:31][C:32]1[CH:38]=[CH:37][C:35]([NH2:36])=[CH:34][CH:33]=1.C1C=CC2N(O)N=NC=2C=1.C(=O)([O-])[O-].[K+].[K+], predict the reaction product. (5) Given the reactants [CH2:1]([CH2:3][NH2:4])[OH:2].[CH:5]1[C:9]2[N:10]=[CH:11][NH:12][C:13](=[O:14])[C:8]=2[NH:7][CH:6]=1.[CH2:15]=O, predict the reaction product. The product is: [OH:2][CH2:1][CH2:3][NH:4][CH2:15][C:5]1[C:9]2[N:10]=[CH:11][NH:12][C:13](=[O:14])[C:8]=2[NH:7][CH:6]=1. (6) The product is: [Cl:1][C:9]1[C:10](=[O:12])[N:11]=[C:6]([CH:3]2[CH2:4][CH2:5]2)[NH:7][C:8]=1[CH:13]([O:14][CH2:15][CH3:16])[O:17][CH2:18][CH3:19]. Given the reactants [Cl:1]Cl.[CH:3]1([C:6]2[NH:7][C:8]([CH:13]([O:17][CH2:18][CH3:19])[O:14][CH2:15][CH3:16])=[CH:9][C:10](=[O:12])[N:11]=2)[CH2:5][CH2:4]1.C([O-])(=O)C.[Na+], predict the reaction product.